From a dataset of Forward reaction prediction with 1.9M reactions from USPTO patents (1976-2016). Predict the product of the given reaction. (1) Given the reactants N1(CCNC2C3OC=CC=3C=C(N)C=2)CCOCC1.[CH2:20]([N:22]1[CH2:26][CH2:25][CH2:24][C@@H:23]1[CH2:27][NH:28][C:29]1[C:37]2[O:36][CH:35]=[CH:34][C:33]=2[CH:32]=[C:31]([N+:38]([O-])=O)[CH:30]=1)[CH3:21], predict the reaction product. The product is: [CH2:20]([N:22]1[CH2:26][CH2:25][CH2:24][C@@H:23]1[CH2:27][NH:28][C:29]1[C:37]2[O:36][CH:35]=[CH:34][C:33]=2[CH:32]=[C:31]([NH2:38])[CH:30]=1)[CH3:21]. (2) Given the reactants [CH3:1][O:2][C:3]1[CH:8]=[CH:7][C:6]([C:9]2[CH:17]=[CH:16][CH:15]=[C:14]3[C:10]=2[CH2:11][C:12](=[O:18])[NH:13]3)=[CH:5][CH:4]=1.[CH3:19][N:20]([CH3:36])[C@@H:21]1[CH2:25][CH2:24][N:23]([C:26]([C:28]2[CH:32]=[C:31]([CH3:33])[NH:30][C:29]=2[CH:34]=O)=[O:27])[CH2:22]1, predict the reaction product. The product is: [CH3:19][N:20]([CH3:36])[C@@H:21]1[CH2:25][CH2:24][N:23]([C:26]([C:28]2[CH:32]=[C:31]([CH3:33])[NH:30][C:29]=2[CH:34]=[C:11]2[C:10]3[C:14](=[CH:15][CH:16]=[CH:17][C:9]=3[C:6]3[CH:7]=[CH:8][C:3]([O:2][CH3:1])=[CH:4][CH:5]=3)[NH:13][C:12]2=[O:18])=[O:27])[CH2:22]1. (3) Given the reactants [CH2:1]([N:8]1[C@@H:13]2[CH:14]([C:16]([O:18][C:19]([CH3:22])([CH3:21])[CH3:20])=[O:17])[CH2:15][C@@:9]1([C:28]1[CH:33]=[CH:32][CH:31]=[CH:30][CH:29]=1)[C@:10](/[CH:24]=[CH:25]\[CH2:26]O)([OH:23])[CH2:11][CH2:12]2)[C:2]1[CH:7]=[CH:6][CH:5]=[CH:4][CH:3]=1.N(C(OCC)=O)=NC(OCC)=O.C1(P(C2C=CC=CC=2)C2C=CC=CC=2)C=CC=CC=1.O1CCCC1, predict the reaction product. The product is: [CH2:1]([N:8]1[C@H:13]2[CH2:12][CH2:11][C@@:10]3([CH:24]=[CH:25][CH2:26][O:23]3)[C@:9]1([C:28]1[CH:33]=[CH:32][CH:31]=[CH:30][CH:29]=1)[CH2:15][CH:14]2[C:16]([O:18][C:19]([CH3:22])([CH3:20])[CH3:21])=[O:17])[C:2]1[CH:3]=[CH:4][CH:5]=[CH:6][CH:7]=1.